Dataset: Forward reaction prediction with 1.9M reactions from USPTO patents (1976-2016). Task: Predict the product of the given reaction. The product is: [Cl:37][CH2:2][C:3]1[CH:8]=[CH:7][CH:6]=[CH:5][C:4]=1[C:9]1[CH:34]=[CH:33][C:12]([CH2:13][C:14]23[C:22](=[O:23])[N:21]([C:24]4[CH:25]=[C:26]([Cl:31])[CH:27]=[C:28]([Cl:30])[CH:29]=4)[C:20](=[O:32])[N:19]2[CH2:18][CH2:17][CH2:16][CH2:15]3)=[CH:11][CH:10]=1. Given the reactants O[CH2:2][C:3]1[CH:8]=[CH:7][CH:6]=[CH:5][C:4]=1[C:9]1[CH:34]=[CH:33][C:12]([CH2:13][C:14]23[C:22](=[O:23])[N:21]([C:24]4[CH:29]=[C:28]([Cl:30])[CH:27]=[C:26]([Cl:31])[CH:25]=4)[C:20](=[O:32])[N:19]2[CH2:18][CH2:17][CH2:16][CH2:15]3)=[CH:11][CH:10]=1.S(Cl)([Cl:37])=O, predict the reaction product.